Dataset: Reaction yield outcomes from USPTO patents with 853,638 reactions. Task: Predict the reaction yield, written as a fraction of the theoretical maximum amount of product (1.0 means a 100% yield; for example, 0.34 means a 34% yield). The yield is 0.480. The product is [F:1][C:2]1[CH:17]=[C:16]([F:18])[CH:15]=[CH:14][C:3]=1[CH2:4][N:5]1[C:10](=[O:11])[CH2:9][CH2:8][C:7]([CH2:12][OH:13])=[N:6]1. The reactants are [F:1][C:2]1[CH:17]=[C:16]([F:18])[CH:15]=[CH:14][C:3]=1[CH2:4][N:5]1[C:10](=[O:11])[CH:9]=[CH:8][C:7]([CH2:12][OH:13])=[N:6]1.[BH4-].[Na+]. No catalyst specified.